From a dataset of Forward reaction prediction with 1.9M reactions from USPTO patents (1976-2016). Predict the product of the given reaction. (1) The product is: [Cl:15][C:16]1[CH:21]=[CH:20][C:19]([S:22]([N:7]2[CH2:6][CH2:5][N:4]([C:8]([O:10][C:11]([CH3:13])([CH3:12])[CH3:14])=[O:9])[CH2:3][C@@H:2]2[CH3:1])(=[O:24])=[O:23])=[CH:18][CH:17]=1. Given the reactants [CH3:1][C@@H:2]1[NH:7][CH2:6][CH2:5][N:4]([C:8]([O:10][C:11]([CH3:14])([CH3:13])[CH3:12])=[O:9])[CH2:3]1.[Cl:15][C:16]1[CH:21]=[CH:20][C:19]([S:22](Cl)(=[O:24])=[O:23])=[CH:18][CH:17]=1, predict the reaction product. (2) Given the reactants [NH2:1][C:2]1[N:6]([CH3:7])[N:5]=[C:4]([C:8]#[N:9])[C:3]=1[N+:10]([O-])=O, predict the reaction product. The product is: [NH2:10][C:3]1[C:4]([C:8]#[N:9])=[N:5][N:6]([CH3:7])[C:2]=1[NH2:1]. (3) The product is: [Br:37][C:30]1[CH:31]=[C:32]([CH3:36])[CH:33]=[C:34]2[C:29]=1[CH:28]=[N:27][N:26]2[C:23]1[CH:24]=[CH:25][C:20]([F:19])=[CH:21][CH:22]=1. Given the reactants BrC1C=C(C)C=C2C=1C=NN2C1C=CC=CC=1F.[F:19][C:20]1[CH:25]=[CH:24][C:23]([NH:26][N:27]=[CH:28][C:29]2[C:34](Br)=[CH:33][C:32]([CH3:36])=[CH:31][C:30]=2[Br:37])=[CH:22][CH:21]=1, predict the reaction product. (4) Given the reactants [Cl:1][C:2]1[N:3]=[CH:4][N:5]([C:7]2[CH:12]=[CH:11][C:10]([N+:13]([O-])=O)=[CH:9][N:8]=2)[CH:6]=1.O.O.[Sn](Cl)Cl, predict the reaction product. The product is: [Cl:1][C:2]1[N:3]=[CH:4][N:5]([C:7]2[N:8]=[CH:9][C:10]([NH2:13])=[CH:11][CH:12]=2)[CH:6]=1.